From a dataset of Full USPTO retrosynthesis dataset with 1.9M reactions from patents (1976-2016). Predict the reactants needed to synthesize the given product. Given the product [F:6][C:7]1[CH:40]=[CH:39][C:10]([CH2:11][C:12]2[S:16][C:15]([C:17]3[C:22]([Br:23])=[CH:21][N:20]=[C:19]([NH:24][CH2:25][CH2:26][N:27]4[C:31]([CH3:32])([CH3:33])[C:30](=[O:34])[NH:29][C:28]4=[O:35])[N:18]=3)=[CH:14][C:13]=2[CH2:36][CH2:37][N:52]2[CH2:56][CH2:55][CH2:54][C@H:53]2[CH2:57][OH:58])=[CH:9][CH:8]=1, predict the reactants needed to synthesize it. The reactants are: CS(Cl)(=O)=O.[F:6][C:7]1[CH:40]=[CH:39][C:10]([CH2:11][C:12]2[S:16][C:15]([C:17]3[C:22]([Br:23])=[CH:21][N:20]=[C:19]([NH:24][CH2:25][CH2:26][N:27]4[C:31]([CH3:33])([CH3:32])[C:30](=[O:34])[NH:29][C:28]4=[O:35])[N:18]=3)=[CH:14][C:13]=2[CH2:36][CH2:37]O)=[CH:9][CH:8]=1.C(N(C(C)C)CC)(C)C.[I-].[Na+].[NH:52]1[CH2:56][CH2:55][CH2:54][C@H:53]1[CH2:57][OH:58].